Dataset: Full USPTO retrosynthesis dataset with 1.9M reactions from patents (1976-2016). Task: Predict the reactants needed to synthesize the given product. (1) Given the product [C:1]([N:5]1[C:10](=[O:11])[CH:9]=[C:8]([O:13][CH2:14][C:15]2[CH:16]=[CH:17][C:18]([CH2:21][O:22][CH2:23][CH2:24][F:25])=[CH:19][CH:20]=2)[CH:7]=[N:6]1)([CH3:4])([CH3:3])[CH3:2], predict the reactants needed to synthesize it. The reactants are: [C:1]([N:5]1[C:10](=[O:11])[C:9](Cl)=[C:8]([O:13][CH2:14][C:15]2[CH:20]=[CH:19][C:18]([CH2:21][O:22][CH2:23][CH2:24][F:25])=[CH:17][CH:16]=2)[CH:7]=[N:6]1)([CH3:4])([CH3:3])[CH3:2].N1NC(=O)C=CC=1.C([SnH](CCCC)CCCC)CCC.N(C(C)(C)C#N)=NC(C)(C)C#N. (2) Given the product [C:15]([O:14][C:12](=[O:11])[NH:7][C:6]1[CH:8]=[CH:9][CH:10]=[C:4]([N+:1]([O-:3])=[O:2])[CH:5]=1)([CH3:18])([CH3:17])[CH3:16], predict the reactants needed to synthesize it. The reactants are: [N+:1]([C:4]1[CH:5]=[C:6]([CH:8]=[CH:9][CH:10]=1)[NH2:7])([O-:3])=[O:2].[O:11](C(OC(C)(C)C)=O)[C:12]([O:14][C:15]([CH3:18])([CH3:17])[CH3:16])=O.CCCCCC.C(OCC)(=O)C.O. (3) Given the product [F:9][C:7]1[CH:6]=[CH:5][C:4]([C:10]([NH:12][C@H:13]([C:22]([O:24][C:25]([CH3:28])([CH3:27])[CH3:26])=[O:23])[CH2:14][C:15]([O:17][C:18]([CH3:21])([CH3:19])[CH3:20])=[O:16])=[O:11])=[C:3]([NH:2][C:30]([NH:29][C:32]2[C:33]([CH3:40])=[CH:34][C:35]([CH3:39])=[CH:36][C:37]=2[CH3:38])=[O:31])[CH:8]=1, predict the reactants needed to synthesize it. The reactants are: Cl.[NH2:2][C:3]1[CH:8]=[C:7]([F:9])[CH:6]=[CH:5][C:4]=1[C:10]([NH:12][C@H:13]([C:22]([O:24][C:25]([CH3:28])([CH3:27])[CH3:26])=[O:23])[CH2:14][C:15]([O:17][C:18]([CH3:21])([CH3:20])[CH3:19])=[O:16])=[O:11].[N:29]([C:32]1[C:37]([CH3:38])=[CH:36][C:35]([CH3:39])=[CH:34][C:33]=1[CH3:40])=[C:30]=[O:31]. (4) Given the product [CH3:1][O:2][CH2:3][CH2:4][N:5]([CH2:8][C:9]1[CH:10]=[CH:11][C:12]([C:13]([NH:15][C:16]2[S:17][C:18]3[C:24]([C:25]4[N:26]=[C:27]([N:30]5[CH2:31][CH2:32][O:33][CH2:34][CH2:35]5)[S:28][CH:29]=4)=[CH:23][CH:22]=[C:21]([O:36][CH3:37])[C:19]=3[N:20]=2)=[O:14])=[CH:38][CH:39]=1)[CH3:6], predict the reactants needed to synthesize it. The reactants are: [CH3:1][O:2][CH2:3][CH2:4][NH:5][CH3:6].Cl[CH2:8][C:9]1[CH:39]=[CH:38][C:12]([C:13]([NH:15][C:16]2[S:17][C:18]3[C:24]([C:25]4[N:26]=[C:27]([N:30]5[CH2:35][CH2:34][O:33][CH2:32][CH2:31]5)[S:28][CH:29]=4)=[CH:23][CH:22]=[C:21]([O:36][CH3:37])[C:19]=3[N:20]=2)=[O:14])=[CH:11][CH:10]=1. (5) Given the product [NH2:8][C:7]1[C:2]([Cl:1])=[C:3]([C:12]2[C:13](=[O:23])[N:14]([CH3:22])[C:15]3[C:20]([CH:21]=2)=[CH:19][N:18]=[CH:17][CH:16]=3)[C:4]([Cl:11])=[CH:5][CH:6]=1, predict the reactants needed to synthesize it. The reactants are: [Cl:1][C:2]1[C:7]([N+:8]([O-])=O)=[CH:6][CH:5]=[C:4]([Cl:11])[C:3]=1[C:12]1[C:13](=[O:23])[N:14]([CH3:22])[C:15]2[C:20]([CH:21]=1)=[CH:19][N:18]=[CH:17][CH:16]=2.